From a dataset of Forward reaction prediction with 1.9M reactions from USPTO patents (1976-2016). Predict the product of the given reaction. Given the reactants [N:1]1[CH:6]=[CH:5][C:4]([CH2:7][C:8]([C:10]2[CH:15]=[CH:14][CH:13]=[C:12]([C:16]([F:19])([F:18])[F:17])[CH:11]=2)=O)=[CH:3][CH:2]=1.C(OC(=O)[NH:26][C:27]1[C:31]([CH:32]=O)=[C:30]([CH3:34])[O:29][N:28]=1)(C)(C)C.O.CCOC(C)=O, predict the reaction product. The product is: [CH3:34][C:30]1[O:29][N:28]=[C:27]2[C:31]=1[CH:32]=[C:7]([C:4]1[CH:5]=[CH:6][N:1]=[CH:2][CH:3]=1)[C:8]([C:10]1[CH:15]=[CH:14][CH:13]=[C:12]([C:16]([F:19])([F:18])[F:17])[CH:11]=1)=[N:26]2.